From a dataset of Catalyst prediction with 721,799 reactions and 888 catalyst types from USPTO. Predict which catalyst facilitates the given reaction. (1) Reactant: [C@H:1]1([NH:10][C:11]2[C:12]3[CH:19]=[CH:18][N:17]([C@@H:20]4[CH2:24][C@@H:23]([CH2:25][O:26][S:27]([NH:30]C(=O)OC(C)(C)C)(=[O:29])=[O:28])[C@@H:22]([OH:38])[CH2:21]4)[C:13]=3[N:14]=[CH:15][N:16]=2)[C:9]2[C:4](=[CH:5][CH:6]=[CH:7][CH:8]=2)[CH2:3][CH2:2]1.FC(F)(F)C(O)=O. Product: [S:27](=[O:29])(=[O:28])([O:26][CH2:25][C@@H:23]1[CH2:24][C@@H:20]([N:17]2[C:13]3[N:14]=[CH:15][N:16]=[C:11]([NH:10][C@H:1]4[C:9]5[C:4](=[CH:5][CH:6]=[CH:7][CH:8]=5)[CH2:3][CH2:2]4)[C:12]=3[CH:19]=[CH:18]2)[CH2:21][C@@H:22]1[OH:38])[NH2:30]. The catalyst class is: 2. (2) Reactant: [CH2:1]([O:3][C:4]([C:6]1[C:14]2[N:13]=[C:12]([NH2:15])[NH:11][C:10]=2[CH:9]=[C:8](SCC)[CH:7]=1)=[O:5])[CH3:2].[CH:19]1C=C(Cl)C=C(C(OO)=O)[CH:20]=1.C([O-])(O)=O.[Na+].[O-:35][S:36]([O-:39])(=S)=O.[Na+].[Na+]. Product: [CH2:1]([O:3][C:4]([C:6]1[C:14]2[N:13]=[C:12]([NH2:15])[NH:11][C:10]=2[CH:9]=[C:8]([S:36]([CH2:19][CH3:20])(=[O:39])=[O:35])[CH:7]=1)=[O:5])[CH3:2]. The catalyst class is: 2. (3) Reactant: Br[CH2:2][C:3]1[CH:8]=[CH:7][C:6]([N+:9]([O-:11])=[O:10])=[C:5]([F:12])[CH:4]=1.CCN(C(C)C)C(C)C.[CH3:22][C@H:23]1[CH2:28][NH:27][CH2:26][CH2:25][N:24]1[C:29]([O:31][C:32]([CH3:35])([CH3:34])[CH3:33])=[O:30]. Product: [F:12][C:5]1[CH:4]=[C:3]([CH2:2][N:27]2[CH2:26][CH2:25][N:24]([C:29]([O:31][C:32]([CH3:35])([CH3:34])[CH3:33])=[O:30])[C@@H:23]([CH3:22])[CH2:28]2)[CH:8]=[CH:7][C:6]=1[N+:9]([O-:11])=[O:10]. The catalyst class is: 3. (4) Reactant: Br[C:2]1[CH:7]=[CH:6][C:5]([CH2:8][CH2:9][CH2:10][O:11][CH2:12][C:13]2[CH:18]=[CH:17][CH:16]=[CH:15][CH:14]=2)=[CH:4][CH:3]=1.C([Li])CCC.CN(C)[CH:26]=[O:27]. Product: [CH2:12]([O:11][CH2:10][CH2:9][CH2:8][C:5]1[CH:6]=[CH:7][C:2]([CH:26]=[O:27])=[CH:3][CH:4]=1)[C:13]1[CH:18]=[CH:17][CH:16]=[CH:15][CH:14]=1. The catalyst class is: 7. (5) Reactant: [ClH:1].[CH2:2]([N:4]([CH2:7][C:8]1[C:15]([C:16]#[N:17])=[C:14]([OH:18])[C:13]([O:19]C)=[CH:12][C:9]=1[C:10]#[N:11])[CH2:5][CH3:6])[CH3:3].C(#N)C.B(Br)(Br)Br. Product: [ClH:1].[CH2:2]([N:4]([CH2:7][C:8]1[C:15]([C:16]#[N:17])=[C:14]([OH:18])[C:13]([OH:19])=[CH:12][C:9]=1[C:10]#[N:11])[CH2:5][CH3:6])[CH3:3]. The catalyst class is: 5. (6) Reactant: C([N:8]1[CH2:13][CH2:12][N:11]([C:14]([C:16]2[N:17]=[CH:18][N:19]([C:27]3[CH:32]=[CH:31][CH:30]=[C:29]([N:33]4[CH2:38][CH2:37][O:36][CH2:35][CH2:34]4)[CH:28]=3)[C:20]=2[C:21]2[CH:26]=[CH:25][CH:24]=[CH:23][CH:22]=2)=[O:15])[C@H:10]([CH2:39][C:40]2[CH:47]=[CH:46][C:43]([C:44]#N)=[CH:42][CH:41]=2)[CH2:9]1)C1C=CC=CC=1. Product: [CH3:44][C:43]1[CH:42]=[CH:41][C:40]([CH2:39][C@@H:10]2[CH2:9][NH:8][CH2:13][CH2:12][N:11]2[C:14]([C:16]2[N:17]=[CH:18][N:19]([C:27]3[CH:28]=[C:29]([N:33]4[CH2:38][CH2:37][O:36][CH2:35][CH2:34]4)[CH:30]=[CH:31][CH:32]=3)[C:20]=2[C:21]2[CH:22]=[CH:23][CH:24]=[CH:25][CH:26]=2)=[O:15])=[CH:47][CH:46]=1. The catalyst class is: 105.